This data is from Experimentally validated miRNA-target interactions with 360,000+ pairs, plus equal number of negative samples. The task is: Binary Classification. Given a miRNA mature sequence and a target amino acid sequence, predict their likelihood of interaction. The miRNA is mmu-miR-670-5p with sequence AUCCCUGAGUGUAUGUGGUGAA. The protein sequence of the target gene is MTLLLVSLLLASLLQISSGNKANKHKPWIEAEYQGIVMENDNTVLLNPPLFALDKDAPLRYAGEICGFRLHGSGVPFEAVILDKATGEGLIRAKEPVDCEAQKEHTFTIQAYDCGEGPDGTNTKKSHKATVHVRVNDVNEFAPVFVERLYRAAVTEGKLYDRILRVEAIDGDCSPQYSQICYYEILTPNTPFLIDNDGNIENTEKLQYSGEKLYKFTVTAYDCGKKRAADDAEVEIQVKPTCKPSWQGWNKRIEYAPGAGSLALFPGIRLETCDEPLWNIQATIELQTSHVAKGCDRDNY.... Result: 0 (no interaction).